From a dataset of Peptide-MHC class II binding affinity with 134,281 pairs from IEDB. Regression. Given a peptide amino acid sequence and an MHC pseudo amino acid sequence, predict their binding affinity value. This is MHC class II binding data. (1) The peptide sequence is IRGTSATAAAIQLKC. The MHC is DRB5_0101 with pseudo-sequence DRB5_0101. The binding affinity (normalized) is 0.442. (2) The peptide sequence is KLRSAGEVEIQFRRV. The MHC is DRB4_0101 with pseudo-sequence DRB4_0103. The binding affinity (normalized) is 0.441. (3) The peptide sequence is STIFPFRRLFMVADV. The MHC is DRB5_0101 with pseudo-sequence DRB5_0101. The binding affinity (normalized) is 0.470. (4) The peptide sequence is PALLALLALPALLLL. The MHC is DRB3_0101 with pseudo-sequence DRB3_0101. The binding affinity (normalized) is 0.0996.